This data is from Reaction yield outcomes from USPTO patents with 853,638 reactions. The task is: Predict the reaction yield, written as a fraction of the theoretical maximum amount of product (1.0 means a 100% yield; for example, 0.34 means a 34% yield). (1) The reactants are Br[C:2]1[C:3](=[O:16])[N:4]([C@@H:9]([CH:13]2[CH2:15][CH2:14]2)COC)[CH:5]=[C:6]([Br:8])[N:7]=1.[F:17][CH:18]([F:29])[O:19][C:20]1[N:25]=[C:24]([CH3:26])[C:23]([NH2:27])=[CH:22][C:21]=1[CH3:28].[CH3:30][Si]([N-][Si](C)(C)C)(C)C.[Na+].C1C[O:43][CH2:42]C1. No catalyst specified. The product is [Br:8][C:6]1[N:7]=[C:2]([NH:27][C:23]2[C:24]([CH3:26])=[N:25][C:20]([O:19][CH:18]([F:17])[F:29])=[C:21]([CH3:28])[CH:22]=2)[C:3](=[O:16])[N:4]([CH2:9][C@H:13]([CH:15]2[CH2:14][CH2:30]2)[O:43][CH3:42])[CH:5]=1. The yield is 0.950. (2) The reactants are [CH3:1][O:2][C:3]([C:5]1([C:8]2[CH:16]=[CH:15][C:11]([C:12]([OH:14])=O)=[CH:10][CH:9]=2)[CH2:7][CH2:6]1)=[O:4].C(Cl)(=O)C(Cl)=O.[CH3:23][C:24]1[CH:39]=[C:27]2[N:28]=[C:29]([NH2:38])[CH:30]=[C:31]([C:32]3[CH:37]=[CH:36][CH:35]=[CH:34][CH:33]=3)[N:26]2[N:25]=1.O. The catalyst is C(Cl)Cl.CN(C=O)C.N1C=CC=CC=1. The product is [CH3:23][C:24]1[CH:39]=[C:27]2[N:28]=[C:29]([NH:38][C:12]([C:11]3[CH:10]=[CH:9][C:8]([C:5]4([C:3]([O:2][CH3:1])=[O:4])[CH2:6][CH2:7]4)=[CH:16][CH:15]=3)=[O:14])[CH:30]=[C:31]([C:32]3[CH:37]=[CH:36][CH:35]=[CH:34][CH:33]=3)[N:26]2[N:25]=1. The yield is 0.240. (3) The reactants are [NH2:1][C:2]1[CH:7]=[CH:6][N:5]([CH2:8][C@H:9]([C@H:12]([OH:14])[CH3:13])[CH2:10][OH:11])[C:4](=[O:15])[N:3]=1.CCCC[N+](CCCC)(CCCC)CCCC.[F-].C1C[O:37][CH2:36][CH2:35]1. No catalyst specified. The product is [C:36]([NH:1][C:2]1[CH:7]=[CH:6][N:5]([CH2:8][C@H:9]([C@H:12]([OH:14])[CH3:13])[CH2:10][OH:11])[C:4](=[O:15])[N:3]=1)(=[O:37])[CH3:35]. The yield is 0.720. (4) The reactants are C([O:3][C:4](=[O:34])[CH2:5][N:6]1[C:14]2[C:9](=[CH:10][C:11]([F:15])=[CH:12][CH:13]=2)[C:8]([CH2:16][C:17]2[CH:22]=[CH:21][CH:20]=[CH:19][C:18]=2[S:23]([CH2:26][C:27]2[CH:32]=[CH:31][CH:30]=[CH:29][CH:28]=2)(=[O:25])=[O:24])=[C:7]1[CH3:33])C.[OH-].[K+]. The catalyst is C1COCC1. The product is [CH2:26]([S:23]([C:18]1[CH:19]=[CH:20][CH:21]=[CH:22][C:17]=1[CH2:16][C:8]1[C:9]2[C:14](=[CH:13][CH:12]=[C:11]([F:15])[CH:10]=2)[N:6]([CH2:5][C:4]([OH:34])=[O:3])[C:7]=1[CH3:33])(=[O:24])=[O:25])[C:27]1[CH:28]=[CH:29][CH:30]=[CH:31][CH:32]=1. The yield is 1.00. (5) The catalyst is C(OCC)(=O)C.CC(C)=O.O. The product is [N:1]1[C:5]2[CH:6]=[CH:7][CH:8]=[CH:9][C:4]=2[NH:3][C:2]=1[CH2:10][N:11]([CH2:12][CH2:13][CH:14]([CH3:16])[CH3:15])[C:26]([C:25]1[CH:29]=[CH:30][C:31]([O:35][CH3:36])=[C:32]([O:33][CH3:34])[C:24]=1[Cl:23])=[O:27]. The reactants are [N:1]1[C:5]2[CH:6]=[CH:7][CH:8]=[CH:9][C:4]=2[NH:3][C:2]=1[CH2:10][NH:11][CH2:12][CH2:13][CH:14]([CH3:16])[CH3:15].C([O-])([O-])=O.[Na+].[Na+].[Cl:23][C:24]1[C:32]([O:33][CH3:34])=[C:31]([O:35][CH3:36])[CH:30]=[CH:29][C:25]=1[C:26](Cl)=[O:27]. The yield is 0.490. (6) The reactants are [NH:1]1[CH2:4][CH:3]([O:5][C:6]2[CH:11]=[CH:10][C:9]([CH2:12][N:13]([CH3:15])[CH3:14])=[C:8]([CH3:16])[CH:7]=2)[CH2:2]1.[CH3:17][O:18][C:19]1[CH:24]=[CH:23][C:22]([C:25]2[O:29][C:28]([C:30](OCC)=[O:31])=[N:27][N:26]=2)=[CH:21][CH:20]=1. No catalyst specified. The product is [CH3:17][O:18][C:19]1[CH:20]=[CH:21][C:22]([C:25]2[O:29][C:28]([C:30]([N:1]3[CH2:2][CH:3]([O:5][C:6]4[CH:11]=[CH:10][C:9]([CH2:12][N:13]([CH3:15])[CH3:14])=[C:8]([CH3:16])[CH:7]=4)[CH2:4]3)=[O:31])=[N:27][N:26]=2)=[CH:23][CH:24]=1. The yield is 0.740.